The task is: Binary Classification. Given a T-cell receptor sequence (or CDR3 region) and an epitope sequence, predict whether binding occurs between them.. This data is from TCR-epitope binding with 47,182 pairs between 192 epitopes and 23,139 TCRs. (1) The epitope is ITEEVGHTDLMAAY. The TCR CDR3 sequence is CASGTANTGELFF. Result: 0 (the TCR does not bind to the epitope). (2) The epitope is GTSGSPIVNR. The TCR CDR3 sequence is CASSLRYPPNTGELFF. Result: 0 (the TCR does not bind to the epitope). (3) The epitope is FPRPWLHGL. The TCR CDR3 sequence is CAGSEGRDQETQYF. Result: 1 (the TCR binds to the epitope). (4) The epitope is RLFRKSNLK. The TCR CDR3 sequence is CSARFPPGNTIYF. Result: 0 (the TCR does not bind to the epitope). (5) The epitope is DRFYKTLRAEQASQEV. The TCR CDR3 sequence is CASSQEIRNYEQYF. Result: 0 (the TCR does not bind to the epitope). (6) The epitope is LEPLVDLPI. The TCR CDR3 sequence is CASSLVGFYERYF. Result: 1 (the TCR binds to the epitope). (7) The epitope is PROT_97E67BCC. The TCR CDR3 sequence is CASSSDGLGGSYEQYF. Result: 0 (the TCR does not bind to the epitope). (8) The epitope is MLNIPSINV. The TCR CDR3 sequence is CASSFLRRQTQYF. Result: 1 (the TCR binds to the epitope). (9) The epitope is HTDFSSEIIGY. The TCR CDR3 sequence is CASSLAGFTTGAEKLFF. Result: 0 (the TCR does not bind to the epitope).